Dataset: Catalyst prediction with 721,799 reactions and 888 catalyst types from USPTO. Task: Predict which catalyst facilitates the given reaction. (1) Reactant: [Cl:1][C:2]1[CH:3]=[C:4]2[C:8](=[CH:9][CH:10]=1)[NH:7][CH:6]=[C:5]2[CH2:11][NH:12][C:13](=[O:22])[C:14]1[CH:19]=[CH:18][C:17]([CH2:20]Cl)=[CH:16][CH:15]=1.[F:23][C:24]1[CH:25]=[C:26](B(O)O)[CH:27]=[CH:28][CH:29]=1.C(=O)([O-])[O-].[Na+].[Na+].[I-].[Na+]. Product: [Cl:1][C:2]1[CH:3]=[C:4]2[C:8](=[CH:9][CH:10]=1)[NH:7][CH:6]=[C:5]2[CH2:11][NH:12][C:13](=[O:22])[C:14]1[CH:19]=[CH:18][C:17]([CH2:20][C:28]2[CH:27]=[CH:26][CH:25]=[C:24]([F:23])[CH:29]=2)=[CH:16][CH:15]=1. The catalyst class is: 437. (2) Reactant: Br[CH2:2][CH2:3][CH2:4][CH2:5][CH2:6][CH2:7][CH2:8][CH2:9][C:10]([NH:12][C:13]1[C:14]([S:20][CH3:21])=[N:15][CH:16]=[CH:17][C:18]=1[CH3:19])=[O:11].[SH:22][C:23]1[O:24][C:25]2[CH:31]=[CH:30][CH:29]=[CH:28][C:26]=2[N:27]=1.C1OCCOCCOCCOCCOCCOC1.C(=O)([O-])[O-].[K+].[K+]. Product: [O:24]1[C:25]2[CH:31]=[CH:30][CH:29]=[CH:28][C:26]=2[N:27]=[C:23]1[S:22][CH2:2][CH2:3][CH2:4][CH2:5][CH2:6][CH2:7][CH2:8][CH2:9][C:10]([NH:12][C:13]1[C:14]([S:20][CH3:21])=[N:15][CH:16]=[CH:17][C:18]=1[CH3:19])=[O:11]. The catalyst class is: 136. (3) Reactant: [CH3:1][C:2]1([CH3:18])[C:6](=[O:7])[C:5]2[C:8]([CH3:17])=[C:9]([CH3:16])[C:10]([NH:13][CH:14]=[O:15])=[C:11]([CH3:12])[C:4]=2[O:3]1.[CH2:19]([Mg]Cl)[C:20]1[CH:25]=[CH:24][CH:23]=[CH:22][CH:21]=1.O. Product: [CH2:19]([C:6]1([OH:7])[C:5]2[C:8]([CH3:17])=[C:9]([CH3:16])[C:10]([NH:13][CH:14]=[O:15])=[C:11]([CH3:12])[C:4]=2[O:3][C:2]1([CH3:18])[CH3:1])[C:20]1[CH:25]=[CH:24][CH:23]=[CH:22][CH:21]=1. The catalyst class is: 1. (4) Reactant: [Br:1][C:2]1[CH:7]=[CH:6][N:5]=[C:4]([CH2:8]/[C:9](/[C:12]2[CH:17]=[CH:16][C:15]([O:18][CH3:19])=[CH:14][CH:13]=2)=[N:10]/O)[CH:3]=1.C(N(CC)CC)C.FC(F)(F)C(OC(=O)C(F)(F)F)=O.[Cl-].[NH4+]. Product: [Br:1][C:2]1[CH:7]=[CH:6][N:5]=[C:4]([CH:8]2[C:9]([C:12]3[CH:17]=[CH:16][C:15]([O:18][CH3:19])=[CH:14][CH:13]=3)=[N:10]2)[CH:3]=1. The catalyst class is: 4. (5) Reactant: [C:1]([C:5]1[CH:10]=[CH:9][CH:8]=[CH:7][C:6]=1[N:11]1[CH2:16][CH2:15][N:14]([C:17](=[O:21])[C:18](O)=[O:19])[CH2:13][CH2:12]1)([CH3:4])([CH3:3])[CH3:2].Cl.[NH2:23][CH2:24][CH2:25][C:26]1[CH:35]=[CH:34][C:29]([C:30]([O:32][CH3:33])=[O:31])=[CH:28][CH:27]=1.C(N(CC)CC)C.CCN=C=NCCCN(C)C.C1C=CC2N(O)N=NC=2C=1.C([O-])(O)=O.[Na+]. Product: [C:1]([C:5]1[CH:10]=[CH:9][CH:8]=[CH:7][C:6]=1[N:11]1[CH2:12][CH2:13][N:14]([C:17](=[O:21])[C:18]([NH:23][CH2:24][CH2:25][C:26]2[CH:35]=[CH:34][C:29]([C:30]([O:32][CH3:33])=[O:31])=[CH:28][CH:27]=2)=[O:19])[CH2:15][CH2:16]1)([CH3:4])([CH3:2])[CH3:3]. The catalyst class is: 9. (6) Reactant: [Br:1][C:2]1[CH:7]=[CH:6][C:5]([CH:8]([OH:22])[CH2:9][CH2:10][CH:11]([C:13]2[CH:18]=[CH:17][C:16]([N+:19]([O-:21])=[O:20])=[CH:15][CH:14]=2)[OH:12])=[CH:4][CH:3]=1.C(N(CC)CC)C.[CH3:30][S:31](Cl)(=[O:33])=[O:32]. Product: [CH3:30][S:31]([O:22][CH:8]([C:5]1[CH:4]=[CH:3][C:2]([Br:1])=[CH:7][CH:6]=1)[CH2:9][CH2:10][CH:11]([O:12][S:31]([CH3:30])(=[O:33])=[O:32])[C:13]1[CH:18]=[CH:17][C:16]([N+:19]([O-:21])=[O:20])=[CH:15][CH:14]=1)(=[O:33])=[O:32]. The catalyst class is: 4. (7) Reactant: [F:1][C:2]1[CH:10]=[C:9]([N+:11]([O-:13])=[O:12])[CH:8]=[CH:7][C:3]=1[C:4](O)=[O:5].S(Cl)([Cl:16])=O. Product: [F:1][C:2]1[CH:10]=[C:9]([N+:11]([O-:13])=[O:12])[CH:8]=[CH:7][C:3]=1[C:4]([Cl:16])=[O:5]. The catalyst class is: 2. (8) Reactant: [CH:1]1[CH:6]=[CH:5][C:4]([C@H:7]([OH:11])[C:8]([OH:10])=[O:9])=[CH:3][CH:2]=1.C[N:13]([CH3:23])[CH2:14][CH2:15][CH:16]([C:18]1[S:19][CH:20]=[CH:21][CH:22]=1)[OH:17].[CH2:24]([OH:26])[CH3:25]. Product: [CH3:23][NH:13][CH2:14][CH2:15][C@H:16]([O:11][C:7]1[CH:8]=[CH:24][CH:25]=[C:3]2[CH:2]=[CH:1][CH:6]=[CH:5][C:4]=12)[C:18]1[S:19][CH:20]=[CH:21][CH:22]=1.[C:8]([O-:10])(=[O:9])/[CH:7]=[CH:25]\[C:24]([O-:17])=[O:26]. The catalyst class is: 13. (9) Reactant: [CH3:1][C:2]1[CH:3]=[C:4]([CH:6]=[CH:7][C:8]=1[CH3:9])[NH2:5].[H-].[Na+].F[C:13]1[CH:14]=[C:15]([CH:18]=[CH:19][C:20]=1[N+:21]([O-:23])=[O:22])[C:16]#[N:17].O. Product: [CH3:1][C:2]1[CH:3]=[C:4]([NH:5][C:19]2[CH:18]=[C:15]([CH:14]=[CH:13][C:20]=2[N+:21]([O-:23])=[O:22])[C:16]#[N:17])[CH:6]=[CH:7][C:8]=1[CH3:9]. The catalyst class is: 1.